This data is from Forward reaction prediction with 1.9M reactions from USPTO patents (1976-2016). The task is: Predict the product of the given reaction. Given the reactants [F:1][C:2]1[CH:3]=[C:4]([C:13]2[CH:18]=[CH:17][C:16]([O:19][CH2:20][CH:21]3[CH2:26][CH2:25][N:24]([CH2:27][C:28]([F:31])([CH3:30])[CH3:29])[CH2:23][CH2:22]3)=[C:15]([CH2:32][OH:33])[CH:14]=2)[CH:5]=[CH:6][C:7]=1[C:8]([O:10]CC)=[O:9].O[Li].O, predict the reaction product. The product is: [F:1][C:2]1[CH:3]=[C:4]([C:13]2[CH:18]=[CH:17][C:16]([O:19][CH2:20][CH:21]3[CH2:22][CH2:23][N:24]([CH2:27][C:28]([F:31])([CH3:29])[CH3:30])[CH2:25][CH2:26]3)=[C:15]([CH2:32][OH:33])[CH:14]=2)[CH:5]=[CH:6][C:7]=1[C:8]([OH:10])=[O:9].